Dataset: Full USPTO retrosynthesis dataset with 1.9M reactions from patents (1976-2016). Task: Predict the reactants needed to synthesize the given product. Given the product [Br:20][CH2:1][C:3]1[N:12]=[CH:11][C:10]2[C:5](=[CH:6][CH:7]=[CH:8][CH:9]=2)[N:4]=1, predict the reactants needed to synthesize it. The reactants are: [CH2:1]([C:3]1[N:12]=[CH:11][C:10]2[C:5](=[CH:6][CH:7]=[CH:8][CH:9]=2)[N:4]=1)C.C1C(=O)N([Br:20])C(=O)C1.C(OOC(=O)C1C=CC=CC=1)(=O)C1C=CC=CC=1.